From a dataset of Full USPTO retrosynthesis dataset with 1.9M reactions from patents (1976-2016). Predict the reactants needed to synthesize the given product. The reactants are: [CH2:1]([O:3][C:4](=[O:18])[CH:5]([O:15][CH2:16][CH3:17])[CH2:6][C:7]1[CH:12]=[CH:11][C:10]([OH:13])=[C:9]([CH3:14])[CH:8]=1)[CH3:2].[C:19]([C:23]1[CH:28]=[CH:27][C:26]([C:29]2[S:30][CH:31]=[C:32]([CH2:34]Cl)[N:33]=2)=[CH:25][CH:24]=1)([CH3:22])([CH3:21])[CH3:20].C(=O)([O-])[O-].[Cs+].[Cs+]. Given the product [CH2:1]([O:3][C:4](=[O:18])[CH:5]([O:15][CH2:16][CH3:17])[CH2:6][C:7]1[CH:12]=[CH:11][C:10]([O:13][CH2:34][C:32]2[N:33]=[C:29]([C:26]3[CH:27]=[CH:28][C:23]([C:19]([CH3:22])([CH3:21])[CH3:20])=[CH:24][CH:25]=3)[S:30][CH:31]=2)=[C:9]([CH3:14])[CH:8]=1)[CH3:2], predict the reactants needed to synthesize it.